From a dataset of Forward reaction prediction with 1.9M reactions from USPTO patents (1976-2016). Predict the product of the given reaction. (1) Given the reactants [C:1]([NH:5][C:6]([C:8]1[C:16]2[C:11](=[N:12][CH:13]=[C:14]([C:17]3[C:25]4[C:20](=[CH:21][C:22]([F:26])=[CH:23][CH:24]=4)[N:19]([CH2:27][CH2:28][N:29]([CH3:31])[CH3:30])[N:18]=3)[N:15]=2)[N:10](COCC[Si](C)(C)C)[CH:9]=1)=[O:7])([CH3:4])([CH3:3])[CH3:2].FC(F)(F)C(O)=O, predict the reaction product. The product is: [C:1]([NH:5][C:6]([C:8]1[C:16]2[C:11](=[N:12][CH:13]=[C:14]([C:17]3[C:25]4[C:20](=[CH:21][C:22]([F:26])=[CH:23][CH:24]=4)[N:19]([CH2:27][CH2:28][N:29]([CH3:31])[CH3:30])[N:18]=3)[N:15]=2)[NH:10][CH:9]=1)=[O:7])([CH3:4])([CH3:3])[CH3:2]. (2) Given the reactants CN(C(ON1N=NC2C=CC=NC1=2)=[N+](C)C)C.F[P-](F)(F)(F)(F)F.[N:25]1[CH:30]=[CH:29][CH:28]=[CH:27][C:26]=1[N:31]1[CH2:36][CH2:35][NH:34][CH2:33][CH2:32]1.[Cl:37][C:38]1[C:39]([C:48]([F:51])([F:50])[F:49])=[N:40][N:41]([CH2:44][C:45](O)=[O:46])[C:42]=1[CH3:43], predict the reaction product. The product is: [Cl:37][C:38]1[C:39]([C:48]([F:50])([F:49])[F:51])=[N:40][N:41]([CH2:44][C:45]([N:34]2[CH2:33][CH2:32][N:31]([C:26]3[CH:27]=[CH:28][CH:29]=[CH:30][N:25]=3)[CH2:36][CH2:35]2)=[O:46])[C:42]=1[CH3:43]. (3) Given the reactants C1(P(C2C=CC=CC=2)C2C=CC=CC=2)C=CC=CC=1.CCOC(/N=N/C(OCC)=O)=O.[Cl:32][C:33]1[C:38]([F:39])=[CH:37][CH:36]=[C:35]([Cl:40])[C:34]=1[CH:41]([OH:43])C.O[C:45]1[C:46]([N+:51]([O-:53])=[O:52])=[N:47][CH:48]=[CH:49][CH:50]=1, predict the reaction product. The product is: [Cl:32][C:33]1[C:38]([F:39])=[CH:37][CH:36]=[C:35]([Cl:40])[C:34]=1[CH2:41][O:43][C:45]1[C:46]([N+:51]([O-:53])=[O:52])=[N:47][CH:48]=[CH:49][CH:50]=1. (4) Given the reactants [N+:1]([C:4]1[CH:5]=[C:6]2[NH:12][N:11]=[CH:10][C:7]2=[N:8][CH:9]=1)([O-:3])=[O:2].[O:13]1[CH:18]=[CH:17][CH2:16][CH2:15][CH2:14]1.CS(O)(=O)=O.C(=O)(O)[O-].[Na+], predict the reaction product. The product is: [N+:1]([C:4]1[CH:5]=[C:6]2[N:12]([CH:14]3[CH2:15][CH2:16][CH2:17][CH2:18][O:13]3)[N:11]=[CH:10][C:7]2=[N:8][CH:9]=1)([O-:3])=[O:2].